This data is from Reaction yield outcomes from USPTO patents with 853,638 reactions. The task is: Predict the reaction yield, written as a fraction of the theoretical maximum amount of product (1.0 means a 100% yield; for example, 0.34 means a 34% yield). (1) The reactants are [C:1]([O:8][CH2:9]C)(=O)[C:2]([O:4][CH2:5][CH3:6])=[O:3].COC[C:14]([O:16][CH3:17])=[O:15].[CH3:18][O-].[Na+].Cl. The catalyst is C1(C)C=CC=CC=1. The product is [CH2:17]([O:16][C:14](=[O:15])[CH:1]([O:8][CH3:9])[C:2]([O:4][CH2:5][CH3:6])=[O:3])[CH3:18]. The yield is 0.405. (2) The reactants are [NH:1]1[C:5]([C:6]2[CH:11]=[CH:10][CH:9]=[CH:8][C:7]=2[C:12]2[CH:17]=[CH:16][C:15]([CH2:18][N:19]3[C@@H:23]([CH:24]([CH3:26])[CH3:25])C[O:21][CH:20]3[C:27]3[S:28][CH:29]=[CH:30][CH:31]=3)=[CH:14][CH:13]=2)=[N:4][N:3]=[N:2]1.[K+].[Br-].[C:34]([O-:37])([O-])=[O:35].[K+].[K+].[O-]Cl.[Na+]. The catalyst is C(#N)C. The product is [CH3:25][CH:24]([CH3:26])[C@H:23]([N:19]([CH2:18][C:15]1[CH:16]=[CH:17][C:12]([C:7]2[CH:8]=[CH:9][CH:10]=[CH:11][C:6]=2[C:5]2[NH:4][N:3]=[N:2][N:1]=2)=[CH:13][CH:14]=1)[C:20]([C:27]1[S:28][CH:29]=[CH:30][CH:31]=1)=[O:21])[C:34]([OH:37])=[O:35]. The yield is 0.720. (3) The reactants are [CH3:1][C:2]1[CH:3]=[C:4]([C:8]([OH:10])=O)[O:5][C:6]=1[CH3:7].[CH3:11][O:12][C:13](=[O:20])[C@@H:14]([CH2:16][CH:17]([CH3:19])[CH3:18])[NH2:15]. No catalyst specified. The product is [CH3:7][C:6]1[O:5][C:4]([C:8]([NH:15][C@H:14]([CH2:16][CH:17]([CH3:19])[CH3:18])[C:13]([O:12][CH3:11])=[O:20])=[O:10])=[CH:3][C:2]=1[CH3:1]. The yield is 0.270.